From a dataset of Experimentally validated miRNA-target interactions with 360,000+ pairs, plus equal number of negative samples. Binary Classification. Given a miRNA mature sequence and a target amino acid sequence, predict their likelihood of interaction. (1) The miRNA is hsa-miR-197-3p with sequence UUCACCACCUUCUCCACCCAGC. The protein sequence of the target gene is MAEAEEQETGSLEESTDESEEEESEEEPKLKYERLSNGVTEILQKDAASCMTVHDKFLALGTHYGKVYLLDVQGNITQKFDVSPVKINQISLDESGEHMGVCSEDGKVQVFGLYSGEEFHETFDCPIKIIAVHPHFVRSSCKQFVTGGKKLLLFERSWMNRWKSAVLHEGEGNIRSVKWRGHLIAWANNMGVKIFDIISKQRITNVPRDDISLRPDMYPCSLCWKDNVTLIIGWGTSVKVCSVKERHASEMRDLPSRYVEIVSQFETEFYISGLAPLCDQLVVLSYVKEISEKTEREYCA.... Result: 1 (interaction). (2) The miRNA is hsa-miR-548ap-3p with sequence AAAAACCACAAUUACUUUU. The protein sequence of the target gene is MAAENSKQFWKRSAKLPGSIQPVYGAQHPPLDPRLTKNFIKERSKVNTVPLKNKKASSFHEFARNTSDAWDIGDDEEEDFSSPSFQTLNSKVALATAAQVLENHSKLRVKPERSQSTTSDVPANYKVIKSSSDAQLSRNSSDTCLRNPLHKQQSLPLRPIIPLVARISDQNASGAPPMTVREKTRLEKFRQLLSSQNTDLDELRKCSWPGVPREVRPITWRLLSGYLPANTERRKLTLQRKREEYFGFIEQYYDSRNEEHHQDTYRQIHIDIPRTNPLIPLFQQPLVQEIFERILFIWAI.... Result: 1 (interaction). (3) The protein sequence of the target gene is MQQWSLLVVSFLLSPVPVSAIKELPKAKKYEVVYPIRLHPLRKRETQEPEPKETFETELRYKMTVNGKVAVLYLKKNNKLLAPDYSETYYNSSGNKVTTSPQIMDSCYYQGHIVNEKVSAASISTCQGLRGYISQGDEKYFIEPLSSENLDEQAHALFKDDSNEDQEKSNCGVDDALWLQGLHQDVALPATRLIKLNDGMVQEPKKYIEYYVVLDNGEFKKYNKNLAEIRKIVLEMANYINMLYNKLDAHVALVGVEIWTDGDKIKITPDANTTLENFSKWRGNDLLKRKHHDIAQLISS.... Result: 0 (no interaction). The miRNA is mmu-miR-3090-3p with sequence UCCCAGGUGACACCCUGACUCA. (4) Result: 0 (no interaction). The miRNA is hsa-miR-129-1-3p with sequence AAGCCCUUACCCCAAAAAGUAU. The protein sequence of the target gene is MSWSFLTRLLEEIHNHSTFVGKIWLTVLIVFRIVLTAVGGESIYYDEQSKFVCNTEQPGCENVCYDAFAPLSHVRFWVFQIILVATPSVMYLGYAIHKIAKMEHGEADKKAARSKPYAMRWKQHRALEETEEDNEEDPMMYPEMELESDKENKEQSQPKPKHDGRRRIREDGLMKIYVLQLLARTVFEVGFLIGQYFLYGFQVHPFYVCSRLPCPHKIDCFISRPTEKTIFLLIMYGVTGLCLLLNIWEMLHLGFGTIRDSLNSKRRELEDPGAYNYPFTWNTPSAPPGYNIAVKPDQIQ.... (5) The miRNA is hsa-miR-6861-5p with sequence ACUGGGUAGGUGGGGCUCCAGG. The protein sequence of the target gene is MAQAGVVGEVTQVLCAAGGALELPELRRRLRMGLSADALERLLRQRGRFVVAVRAGGAAAAPERVVLAASPLRLCRAHQGSKPGCVGLCAQLHLCRFMVYGACKFLRAGKNCRNSHSLTTEHNLSVLRTHGVDHLSYNELCQLLFQNDPWLLPEICQHYNKGDGPHGSCAFQKQCIKLHICQYFLQGECKFGTSCKRSHDFSNSENLEKLEKLGMSSDLVSRLPTIYRNAHDIKNKSSAPSRVPPLFVPQGTSERKDSSGSVSPNTLSQEEGDQICLYHIRKSCSFQDKCHRVHFHLPYR.... Result: 0 (no interaction). (6) The miRNA is hsa-miR-3609 with sequence CAAAGUGAUGAGUAAUACUGGCUG. The protein sequence of the target gene is MPRYELALILKAMQRPETAATLKRTIEALMDRGAIVRDLENLGERALPYRISAHSQQHNRGGYFLVDFYAPTAAVESMVEHLSRDIDVIRGNIVKHPLTQELKECEGIVPVPLAEKLYSTKKRKK. Result: 0 (no interaction). (7) The miRNA is hsa-miR-7106-5p with sequence UGGGAGGAGGGGAUCUUGGG. The protein sequence of the target gene is MLRGTLLCAVLGLLRAQPFPCPPACKCVFRDAAQCSGGDVARISALGLPTNLTHILLFGMGRGVLQSQSFSGMTVLQRLMISDSHISAVAPGTFSDLIKLKTLRLSRNKITHLPGALLDKMVLLEQLFLDHNALRGIDQNMFQKLVNLQELALNQNQLDFLPASLFTNLENLKLLDLSGNNLTHLPKGLLGAQAKLERLLLHSNRLVSLDSGLLNSLGALTELQFHRNHIRSIAPGAFDRLPNLSSLTLSRNHLAFLPSALFLHSHNLTLLTLFENPLAELPGVLFGEMGGLQELWLNRT.... Result: 1 (interaction). (8) The miRNA is hsa-miR-3665 with sequence AGCAGGUGCGGGGCGGCG. The protein sequence of the target gene is MQRLVLVSILLCANFSCYPDTFATPQRASIKALRNANLRRDESNHLTDLYQREENIQVTSNGHVQSPRFPNSYPRNLLLTWWLRSQEKTRIQLSFDHQFGLEEAENDICRYDFVEVEEVSESSTVVRGRWCGHKEIPPRITSRTNQIKITFKSDDYFVAKPGFKIYYSFVEDFQPEAASETNWESVTSSFSGVSYHSPSITDPTLTADALDKTVAEFDTVEDLLKHFNPVSWQDDLENLYLDTPHYRGRSYHDRKSKVDLDRLNDDVKRYSCTPRNHSVNLREELKLTNAVFFPRCLLVQ.... Result: 0 (no interaction).